Dataset: Reaction yield outcomes from USPTO patents with 853,638 reactions. Task: Predict the reaction yield, written as a fraction of the theoretical maximum amount of product (1.0 means a 100% yield; for example, 0.34 means a 34% yield). The reactants are [O:1]1[CH2:6][CH2:5][C:4](=[C:7]([CH3:10])[CH2:8][OH:9])[CH2:3][CH2:2]1. The catalyst is CCCCCC.ClCCl.ClCCl.[O-2].[O-2].[Mn+4]. The product is [O:1]1[CH2:6][CH2:5][C:4](=[C:7]([CH3:10])[CH:8]=[O:9])[CH2:3][CH2:2]1. The yield is 1.00.